Dataset: Forward reaction prediction with 1.9M reactions from USPTO patents (1976-2016). Task: Predict the product of the given reaction. Given the reactants C1(O)C=CC=CC=1.[Cl:8][C:9]1[C:18]2[C:13](=[CH:14][CH:15]=[C:16]([CH2:19][N:20]3[CH2:24][CH2:23][C@H:22]([NH:25][S:26]([C:29]4[CH:38]=[CH:37][C:36]5[C:31](=[CH:32][C:33]([O:39][CH3:40])=[CH:34][CH:35]=5)[CH:30]=4)(=[O:28])=[O:27])[C:21]3=[O:41])[CH:17]=2)[CH:12]=[CH:11][N:10]=1.C([O-])(=O)C.[NH4+:46], predict the reaction product. The product is: [ClH:8].[NH2:46][C:9]1[C:18]2[C:13](=[CH:14][CH:15]=[C:16]([CH2:19][N:20]3[CH2:24][CH2:23][C@H:22]([NH:25][S:26]([C:29]4[CH:38]=[CH:37][C:36]5[C:31](=[CH:32][C:33]([O:39][CH3:40])=[CH:34][CH:35]=5)[CH:30]=4)(=[O:28])=[O:27])[C:21]3=[O:41])[CH:17]=2)[CH:12]=[CH:11][N:10]=1.